Task: Binary Classification. Given a T-cell receptor sequence (or CDR3 region) and an epitope sequence, predict whether binding occurs between them.. Dataset: TCR-epitope binding with 47,182 pairs between 192 epitopes and 23,139 TCRs (1) The epitope is VTIAEILLI. The TCR CDR3 sequence is CASSLGQYTGELFF. Result: 0 (the TCR does not bind to the epitope). (2) The epitope is TPRVTGGGAM. The TCR CDR3 sequence is CATSGLQGPSNQPQHF. Result: 0 (the TCR does not bind to the epitope). (3) The epitope is LLSAGIFGA. The TCR CDR3 sequence is CASNRITYEQYF. Result: 1 (the TCR binds to the epitope). (4) The epitope is EHPTFTSQYRIQGKL. The TCR CDR3 sequence is CASSESAGGYYNEQFF. Result: 0 (the TCR does not bind to the epitope). (5) The epitope is RLQSLQTYV. The TCR CDR3 sequence is CASRVGGILSGANVLTF. Result: 0 (the TCR does not bind to the epitope). (6) The epitope is KLVALGINAV. The TCR CDR3 sequence is CASSPYPRGGTGELFF. Result: 1 (the TCR binds to the epitope). (7) The epitope is TVYDPLQPELDSFK. The TCR CDR3 sequence is CSASHRAGNEQYF. Result: 0 (the TCR does not bind to the epitope). (8) The epitope is AIMTRCLAV. The TCR CDR3 sequence is CASSSRTGREYEQYF. Result: 0 (the TCR does not bind to the epitope). (9) The epitope is KAYNVTQAF. The TCR CDR3 sequence is CASSLMGVQPQHF. Result: 1 (the TCR binds to the epitope). (10) The epitope is NQKLIANQF. The TCR CDR3 sequence is CASSLGEGTVRTQYF. Result: 0 (the TCR does not bind to the epitope).